From a dataset of NCI-60 drug combinations with 297,098 pairs across 59 cell lines. Regression. Given two drug SMILES strings and cell line genomic features, predict the synergy score measuring deviation from expected non-interaction effect. (1) Drug 1: CC1=C2C(C(=O)C3(C(CC4C(C3C(C(C2(C)C)(CC1OC(=O)C(C(C5=CC=CC=C5)NC(=O)OC(C)(C)C)O)O)OC(=O)C6=CC=CC=C6)(CO4)OC(=O)C)O)C)O. Drug 2: C1=NNC2=C1C(=O)NC=N2. Cell line: HCT-15. Synergy scores: CSS=6.16, Synergy_ZIP=3.66, Synergy_Bliss=4.25, Synergy_Loewe=9.99, Synergy_HSA=-2.11. (2) Drug 1: CC1=C(C=C(C=C1)NC2=NC=CC(=N2)N(C)C3=CC4=NN(C(=C4C=C3)C)C)S(=O)(=O)N.Cl. Drug 2: COC1=C(C=C2C(=C1)N=CN=C2NC3=CC(=C(C=C3)F)Cl)OCCCN4CCOCC4. Cell line: MDA-MB-231. Synergy scores: CSS=27.6, Synergy_ZIP=-2.58, Synergy_Bliss=-0.868, Synergy_Loewe=1.27, Synergy_HSA=1.36. (3) Synergy scores: CSS=13.8, Synergy_ZIP=-0.377, Synergy_Bliss=8.17, Synergy_Loewe=-18.9, Synergy_HSA=1.87. Drug 1: CC1C(C(CC(O1)OC2CC(CC3=C2C(=C4C(=C3O)C(=O)C5=C(C4=O)C(=CC=C5)OC)O)(C(=O)C)O)N)O.Cl. Drug 2: COC1=NC(=NC2=C1N=CN2C3C(C(C(O3)CO)O)O)N. Cell line: SK-MEL-5. (4) Drug 1: C1=CC=C(C=C1)NC(=O)CCCCCCC(=O)NO. Drug 2: CNC(=O)C1=NC=CC(=C1)OC2=CC=C(C=C2)NC(=O)NC3=CC(=C(C=C3)Cl)C(F)(F)F. Cell line: HS 578T. Synergy scores: CSS=2.56, Synergy_ZIP=-4.00, Synergy_Bliss=0.0992, Synergy_Loewe=-11.2, Synergy_HSA=-1.51. (5) Cell line: MOLT-4. Drug 1: CCC(=C(C1=CC=CC=C1)C2=CC=C(C=C2)OCCN(C)C)C3=CC=CC=C3.C(C(=O)O)C(CC(=O)O)(C(=O)O)O. Drug 2: COCCOC1=C(C=C2C(=C1)C(=NC=N2)NC3=CC=CC(=C3)C#C)OCCOC.Cl. Synergy scores: CSS=0.407, Synergy_ZIP=-2.50, Synergy_Bliss=-3.05, Synergy_Loewe=-7.08, Synergy_HSA=-4.00.